From a dataset of Reaction yield outcomes from USPTO patents with 853,638 reactions. Predict the reaction yield, written as a fraction of the theoretical maximum amount of product (1.0 means a 100% yield; for example, 0.34 means a 34% yield). (1) The reactants are [N+](C1C=CC([O:10][C:11](=O)[O:12][C@H:13]([C:15](=[O:37])[NH:16][C@@H:17]2[C:23](=[O:24])[N:22]([CH2:25][CH:26]3[CH2:28][CH2:27]3)[C:21]3[CH:29]=[CH:30][CH:31]=[CH:32][C:20]=3[C:19]3[CH:33]=[CH:34][CH:35]=[CH:36][C:18]2=3)[CH3:14])=CC=1)([O-])=O.[F:39][C:40]([F:47])([C:43]([F:46])([F:45])[F:44])[CH2:41][NH2:42]. The catalyst is ClCCl.C(OC(=O)C)C. The product is [CH:26]1([CH2:25][N:22]2[C:23](=[O:24])[C@@H:17]([NH:16][C:15]([C@@H:13]([O:12][C:11](=[O:10])[NH:42][CH2:41][C:40]([F:47])([F:39])[C:43]([F:46])([F:45])[F:44])[CH3:14])=[O:37])[C:18]3[CH:36]=[CH:35][CH:34]=[CH:33][C:19]=3[C:20]3[CH:32]=[CH:31][CH:30]=[CH:29][C:21]2=3)[CH2:28][CH2:27]1. The yield is 0.980. (2) The reactants are Br[C:2]1[CH:3]=[C:4]([CH:8]([NH:12][C:13]([C:15]2[CH:16]=[N:17][N:18]([C:21]3[CH:26]=[CH:25][C:24]([Cl:27])=[CH:23][CH:22]=3)[C:19]=2[CH3:20])=[O:14])[CH2:9][CH2:10][CH3:11])[CH:5]=[N:6][CH:7]=1.[CH3:28][S:29]([O-:31])=[O:30].[Na+].CS(C)=O.CNCCNC. The catalyst is CCOC(C)=O.[O-]S(C(F)(F)F)(=O)=O.[Cu+2].[O-]S(C(F)(F)F)(=O)=O. The product is [CH3:28][S:29]([C:2]1[CH:3]=[C:4]([CH:8]([NH:12][C:13]([C:15]2[CH:16]=[N:17][N:18]([C:21]3[CH:26]=[CH:25][C:24]([Cl:27])=[CH:23][CH:22]=3)[C:19]=2[CH3:20])=[O:14])[CH2:9][CH2:10][CH3:11])[CH:5]=[N:6][CH:7]=1)(=[O:31])=[O:30]. The yield is 0.300. (3) The reactants are C[C:2]1[NH:3][C:4]2[C:9]([C:10]=1C(OCC1C=CC=CC=1)=O)=[CH:8][C:7](O)=[CH:6][CH:5]=2.C([O-])([O-])=O.[Cs+].[Cs+].[Br:28]CCCBr. The catalyst is C(#N)C. The product is [Br-:28].[NH:3]1[C:4]2[C:9](=[CH:8][CH:7]=[CH:6][CH:5]=2)[CH:10]=[CH:2]1. The yield is 0.310. (4) The reactants are [CH:1]([O:4][C:5]1[CH:10]=[CH:9][C:8](Br)=[CH:7][CH:6]=1)([CH3:3])[CH3:2].CNCCNC.[O-]P([O-])([O-])=O.[K+].[K+].[K+].[CH2:26]([O:28][C:29]([C:31]1[NH:32][C:33]2[C:38]([CH:39]=1)=[CH:37][C:36]([O:40][CH2:41][C:42]1[CH:47]=[CH:46][CH:45]=[CH:44][CH:43]=1)=[CH:35][CH:34]=2)=[O:30])[CH3:27]. The catalyst is C1(C)C=CC=CC=1.[Cu]I. The product is [CH2:26]([O:28][C:29]([C:31]1[N:32]([C:8]2[CH:9]=[CH:10][C:5]([O:4][CH:1]([CH3:3])[CH3:2])=[CH:6][CH:7]=2)[C:33]2[C:38]([CH:39]=1)=[CH:37][C:36]([O:40][CH2:41][C:42]1[CH:47]=[CH:46][CH:45]=[CH:44][CH:43]=1)=[CH:35][CH:34]=2)=[O:30])[CH3:27]. The yield is 0.750.